Dataset: Reaction yield outcomes from USPTO patents with 853,638 reactions. Task: Predict the reaction yield, written as a fraction of the theoretical maximum amount of product (1.0 means a 100% yield; for example, 0.34 means a 34% yield). The reactants are [Cl:1][C:2]1[CH:7]=[CH:6][C:5]([CH2:8][OH:9])=[CH:4][N:3]=1.[H-].[Na+].[CH3:12]I. The catalyst is C1COCC1. The product is [Cl:1][C:2]1[CH:7]=[CH:6][C:5]([CH2:8][O:9][CH3:12])=[CH:4][N:3]=1. The yield is 0.800.